Dataset: Catalyst prediction with 721,799 reactions and 888 catalyst types from USPTO. Task: Predict which catalyst facilitates the given reaction. (1) Reactant: [Cl:1][C:2]1[N:10]=[C:9]2[C:5]([NH:6][CH:7]=[N:8]2)=[C:4]([Cl:11])[N:3]=1.CC1C=CC(S(O)(=O)=O)=CC=1.[CH2:23]1[CH2:28][O:27][CH:26]=[CH:25][CH2:24]1. Product: [Cl:1][C:2]1[N:10]=[C:9]2[C:5]([N:6]=[CH:7][N:8]2[CH:26]2[CH2:25][CH2:24][CH2:23][CH2:28][O:27]2)=[C:4]([Cl:11])[N:3]=1. The catalyst class is: 2. (2) Reactant: Cl[C:2]([O:4][C:5]1[CH:10]=[CH:9][CH:8]=[CH:7][CH:6]=1)=[O:3].[CH3:11][N:12]1[C:16]([CH:17]([C:24]2[CH:29]=[CH:28][CH:27]=[CH:26][CH:25]=2)[O:18][CH2:19][CH2:20][N:21](C)[CH3:22])=[CH:15][CH:14]=[N:13]1.C(=O)([O-])[O-].[K+].[K+]. Product: [CH3:11][N:12]1[C:16]([CH:17]([C:24]2[CH:29]=[CH:28][CH:27]=[CH:26][CH:25]=2)[O:18][CH2:19][CH2:20][N:21]([CH3:22])[C:2](=[O:3])[O:4][C:5]2[CH:10]=[CH:9][CH:8]=[CH:7][CH:6]=2)=[CH:15][CH:14]=[N:13]1. The catalyst class is: 4. (3) Reactant: [N:1]1[CH:6]=[CH:5][CH:4]=[CH:3][C:2]=1[C:7]#[C:8][C:9]1[C:17]2[C:12](=[CH:13][C:14]([NH:18][C:19]3[CH:27]=[CH:26][CH:25]=[CH:24][C:20]=3[C:21]([OH:23])=[O:22])=[CH:15][CH:16]=2)[N:11](COCC[Si](C)(C)C)[N:10]=1.[F-].C([N+](CCCC)(CCCC)CCCC)CCC.C1COCC1.C(N)CN.C(O)(=O)C. Product: [N:1]1[CH:6]=[CH:5][CH:4]=[CH:3][C:2]=1[C:7]#[C:8][C:9]1[C:17]2[C:12](=[CH:13][C:14]([NH:18][C:19]3[CH:27]=[CH:26][CH:25]=[CH:24][C:20]=3[C:21]([OH:23])=[O:22])=[CH:15][CH:16]=2)[NH:11][N:10]=1. The catalyst class is: 6. (4) Reactant: [OH:1][C@@:2]1([CH2:22][O:23][CH3:24])[CH2:7][CH2:6][CH2:5][CH2:4][C@H:3]1[N:8]1[C:12]([C:13]2[CH:18]=[CH:17][CH:16]=[CH:15][CH:14]=2)=[C:11]([C:19]([OH:21])=O)[N:10]=[CH:9]1.[CH2:25]([N:32]1[CH2:37][CH2:36][NH:35][C@H:34]([CH2:38][C:39]2[CH:40]=[N:41][CH:42]=[CH:43][CH:44]=2)[CH2:33]1)[C:26]1[CH:31]=[CH:30][CH:29]=[CH:28][CH:27]=1.CCN=C=NCCCN(C)C.Cl.C1C=CC2N(O)N=NC=2C=1.C(=O)([O-])O.[Na+]. Product: [CH2:25]([N:32]1[CH2:37][CH2:36][N:35]([C:19]([C:11]2[N:10]=[CH:9][N:8]([C@@H:3]3[CH2:4][CH2:5][CH2:6][CH2:7][C@:2]3([CH2:22][O:23][CH3:24])[OH:1])[C:12]=2[C:13]2[CH:14]=[CH:15][CH:16]=[CH:17][CH:18]=2)=[O:21])[C@H:34]([CH2:38][C:39]2[CH:40]=[N:41][CH:42]=[CH:43][CH:44]=2)[CH2:33]1)[C:26]1[CH:27]=[CH:28][CH:29]=[CH:30][CH:31]=1. The catalyst class is: 3. (5) Product: [NH:1]1[CH:5]=[CH:4][CH:3]=[CH:2]1.[CH2:29]([O:28][Si:24]([O:31][CH2:32][CH3:33])([O:25][CH2:26][CH3:27])[CH2:23][CH2:22][CH2:21][NH2:20])[CH3:30]. Reactant: [NH:1]1[CH:5]=[CH:4][CH:3]=[CH:2]1.CCO[Si](OCC)(OCC)OCC.O.[NH2:20][CH2:21][CH2:22][CH2:23][Si:24]([O:31][CH2:32][CH3:33])([O:28][CH2:29][CH3:30])[O:25][CH2:26][CH3:27].CC(=O)CCC(=O)C. The catalyst class is: 11. (6) Reactant: [C:1]([C:3]1[CH:4]=[C:5]([C:10]2[N:20]=[CH:19][CH:18]=[CH:17][C:11]=2[C:12]([O:14][CH2:15][CH3:16])=[O:13])[CH:6]=[CH:7][C:8]=1F)#[N:2].[CH3:21][NH:22][CH2:23][CH2:24][CH2:25][CH3:26]. Product: [CH3:21][N:22]([CH2:23][CH2:24][CH2:25][CH3:26])[C:8]1[CH:7]=[CH:6][C:5]([C:10]2[N:20]=[CH:19][CH:18]=[CH:17][C:11]=2[C:12]([O:14][CH2:15][CH3:16])=[O:13])=[CH:4][C:3]=1[C:1]#[N:2]. The catalyst class is: 16. (7) Reactant: C(OC(C(F)(F)F)=O)(C(F)(F)F)=O.[F:14][C:15]([F:31])([F:30])[C:16]1[CH:21]=[CH:20][CH:19]=[CH:18][C:17]=1[N:22]1[CH:26]=[C:25]([C:27]([NH2:29])=O)[N:24]=[CH:23]1.CCN(CC)CC. Product: [F:30][C:15]([F:14])([F:31])[C:16]1[CH:21]=[CH:20][CH:19]=[CH:18][C:17]=1[N:22]1[CH:26]=[C:25]([C:27]#[N:29])[N:24]=[CH:23]1. The catalyst class is: 2.